Dataset: Reaction yield outcomes from USPTO patents with 853,638 reactions. Task: Predict the reaction yield, written as a fraction of the theoretical maximum amount of product (1.0 means a 100% yield; for example, 0.34 means a 34% yield). (1) The reactants are [F:1][C:2]1[CH:3]=[C:4]([C:10]2[C:11]([C:17]3[CH:22]=[CH:21][C:20]([O:23][CH3:24])=[CH:19][CH:18]=3)=[CH:12][C:13](=[O:16])[NH:14][N:15]=2)[CH:5]=[CH:6][C:7]=1[O:8][CH3:9].Cl[CH2:26][CH:27]1[CH2:29][CH2:28]1. No catalyst specified. The product is [CH:27]1([CH2:26][N:14]2[C:13](=[O:16])[CH:12]=[C:11]([C:17]3[CH:18]=[CH:19][C:20]([O:23][CH3:24])=[CH:21][CH:22]=3)[C:10]([C:4]3[CH:5]=[CH:6][C:7]([O:8][CH3:9])=[C:2]([F:1])[CH:3]=3)=[N:15]2)[CH2:29][CH2:28]1. The yield is 0.930. (2) The reactants are [NH2:1][C:2]1[S:3][C:4]2[C:9]([N:10]=1)=[CH:8][CH:7]=[C:6]([O:11][C:12]1[CH:13]=[C:14]([NH:18][C:19]([C:21]3[N:25]([CH3:26])[N:24]=[C:23]([CH3:27])[CH:22]=3)=[O:20])[CH:15]=[CH:16][CH:17]=1)[N:5]=2.C(N(CC)CC)C.[CH:35]1([C:38](Cl)=[O:39])[CH2:37][CH2:36]1. The catalyst is O1CCCC1.O. The product is [CH:35]1([C:38]([NH:1][C:2]2[S:3][C:4]3[C:9]([N:10]=2)=[CH:8][CH:7]=[C:6]([O:11][C:12]2[CH:13]=[C:14]([NH:18][C:19]([C:21]4[N:25]([CH3:26])[N:24]=[C:23]([CH3:27])[CH:22]=4)=[O:20])[CH:15]=[CH:16][CH:17]=2)[N:5]=3)=[O:39])[CH2:37][CH2:36]1. The yield is 0.560. (3) The reactants are [F:1][C:2]1[CH:7]=[C:6]([F:8])[CH:5]=[CH:4][C:3]=1[S:9](Cl)(=[O:11])=[O:10].[CH3:13][NH:14][CH2:15][CH2:16][OH:17]. The catalyst is C(Cl)Cl.[OH-].[Na+]. The product is [F:1][C:2]1[CH:7]=[C:6]([F:8])[CH:5]=[CH:4][C:3]=1[S:9]([N:14]([CH2:15][CH2:16][OH:17])[CH3:13])(=[O:11])=[O:10]. The yield is 0.980.